From a dataset of Reaction yield outcomes from USPTO patents with 853,638 reactions. Predict the reaction yield, written as a fraction of the theoretical maximum amount of product (1.0 means a 100% yield; for example, 0.34 means a 34% yield). (1) The reactants are [N:1]1[CH:6]=[CH:5][CH:4]=[CH:3][C:2]=1[S:7][S:8][CH2:9][CH2:10][CH:11]([S:15]([OH:18])(=[O:17])=[O:16])[C:12]([OH:14])=[O:13].C(N=C=NCCCN(C)C)C.O[N:31]1[C:35](=[O:36])[CH2:34][CH2:33][C:32]1=[O:37]. The catalyst is CC(N(C)C)=O. The product is [O:37]=[C:32]1[CH2:33][CH2:34][C:35](=[O:36])[N:31]1[O:13][C:12](=[O:14])[CH:11]([S:15]([OH:18])(=[O:16])=[O:17])[CH2:10][CH2:9][S:8][S:7][C:2]1[CH:3]=[CH:4][CH:5]=[CH:6][N:1]=1. The yield is 0.800. (2) The reactants are Cl[C:2]1[CH:7]=[C:6]([C:8]([F:11])([F:10])[F:9])[N:5]=[C:4]([C:12]2[CH:17]=[CH:16][CH:15]=[C:14]([Cl:18])[CH:13]=2)[N:3]=1.[NH2:19][C:20]1[CH:25]=[CH:24][C:23]([CH2:26][C:27]([NH2:29])=[O:28])=[CH:22][CH:21]=1. No catalyst specified. The product is [Cl:18][C:14]1[CH:13]=[C:12]([C:4]2[N:3]=[C:2]([NH:19][C:20]3[CH:21]=[CH:22][C:23]([CH2:26][C:27]([NH2:29])=[O:28])=[CH:24][CH:25]=3)[CH:7]=[C:6]([C:8]([F:11])([F:10])[F:9])[N:5]=2)[CH:17]=[CH:16][CH:15]=1. The yield is 0.560. (3) The reactants are [CH3:1][C:2]1[N:29]=[C:5]2[NH:6][C:7](=[O:28])[C:8]([CH2:13][C:14]3[CH:19]=[CH:18][C:17]([C:20]4[C:21]([C:26]#[N:27])=[CH:22][CH:23]=[CH:24][CH:25]=4)=[CH:16][CH:15]=3)=[C:9]([CH2:10][CH2:11][CH3:12])[N:4]2[N:3]=1.[H-].[Na+].CN(C)C=O.Br[CH:38]1[CH2:43][CH2:42][CH2:41][CH:40]=[CH:39]1. The catalyst is C(OCC)(=O)C. The product is [CH:43]1([N:6]2[C:7](=[O:28])[C:8]([CH2:13][C:14]3[CH:19]=[CH:18][C:17]([C:20]4[C:21]([C:26]#[N:27])=[CH:22][CH:23]=[CH:24][CH:25]=4)=[CH:16][CH:15]=3)=[C:9]([CH2:10][CH2:11][CH3:12])[N:4]3[N:3]=[C:2]([CH3:1])[N:29]=[C:5]23)[CH2:42][CH2:41][CH2:40][CH:39]=[CH:38]1. The yield is 0.170. (4) The reactants are Cl.[N:2]1([CH2:8][CH2:9][O:10][C:11]2[CH:19]=[CH:18][C:14]([C:15]([OH:17])=O)=[CH:13][CH:12]=2)[CH2:7][CH2:6][O:5][CH2:4][CH2:3]1.C(Cl)(=O)C(Cl)=O.[NH2:26][C:27]1[CH:28]=[C:29]([O:33][C:34]2[N:39]=[CH:38][C:37]3[N:40]=[C:41]([C:45]4[C:46]([NH2:50])=[N:47][O:48][N:49]=4)[N:42]([CH2:43][CH3:44])[C:36]=3[CH:35]=2)[CH:30]=[CH:31][CH:32]=1. The catalyst is C(Cl)Cl.N1C=CC=CC=1.CN(C=O)C. The product is [NH2:50][C:46]1[C:45]([C:41]2[N:42]([CH2:43][CH3:44])[C:36]3[CH:35]=[C:34]([O:33][C:29]4[CH:28]=[C:27]([NH:26][C:15](=[O:17])[C:14]5[CH:13]=[CH:12][C:11]([O:10][CH2:9][CH2:8][N:2]6[CH2:3][CH2:4][O:5][CH2:6][CH2:7]6)=[CH:19][CH:18]=5)[CH:32]=[CH:31][CH:30]=4)[N:39]=[CH:38][C:37]=3[N:40]=2)=[N:49][O:48][N:47]=1. The yield is 0.830. (5) The reactants are [O:1]([C:8]1[CH:13]=[CH:12][C:11]([C:14]2[C:22]3[C:21]([NH2:23])=[N:20][CH:19]=[N:18][C:17]=3[N:16]([C@@H:24]3[CH2:29][CH2:28][CH2:27][NH:26][CH2:25]3)[CH:15]=2)=[CH:10][CH:9]=1)[C:2]1[CH:7]=[CH:6][CH:5]=[CH:4][CH:3]=1.[C:30]([C:32](=[CH:36][CH:37]1[CH2:39][CH2:38]1)[C:33](O)=[O:34])#[N:31].CCN(C(C)C)C(C)C.CN(C(ON1N=NC2C=CC=NC1=2)=[N+](C)C)C.F[P-](F)(F)(F)(F)F. The catalyst is C(Cl)Cl. The product is [NH2:23][C:21]1[C:22]2[C:14]([C:11]3[CH:10]=[CH:9][C:8]([O:1][C:2]4[CH:7]=[CH:6][CH:5]=[CH:4][CH:3]=4)=[CH:13][CH:12]=3)=[CH:15][N:16]([C@@H:24]3[CH2:29][CH2:28][CH2:27][N:26]([C:33]([C:32](=[CH:36][CH:37]4[CH2:39][CH2:38]4)[C:30]#[N:31])=[O:34])[CH2:25]3)[C:17]=2[N:18]=[CH:19][N:20]=1. The yield is 0.540.